Dataset: Forward reaction prediction with 1.9M reactions from USPTO patents (1976-2016). Task: Predict the product of the given reaction. (1) Given the reactants [F:1][C:2]([F:21])([C:14]1[CH:19]=[CH:18][C:17]([F:20])=[CH:16][CH:15]=1)[C:3]1[N:4]=[C:5](O)[C:6]2[C:11]([CH:12]=1)=[CH:10][CH:9]=[CH:8][CH:7]=2.O(Cl)[Cl:23].[P+3], predict the reaction product. The product is: [Cl:23][C:5]1[C:6]2[C:11](=[CH:10][CH:9]=[CH:8][CH:7]=2)[CH:12]=[C:3]([C:2]([F:21])([F:1])[C:14]2[CH:19]=[CH:18][C:17]([F:20])=[CH:16][CH:15]=2)[N:4]=1. (2) The product is: [CH3:2][O:3][C:4]1[CH:5]=[C:6]([C:12]2[C:13]([CH3:25])([CH3:24])[C:14](=[O:23])[N:15]([CH:17]3[CH2:22][CH2:21][N:20]([C:36]([C:26]4[C:35]5[C:30](=[CH:31][CH:32]=[CH:33][CH:34]=5)[CH:29]=[CH:28][N:27]=4)=[O:37])[CH2:19][CH2:18]3)[N:16]=2)[CH:7]=[CH:8][C:9]=1[O:10][CH3:11]. Given the reactants Cl.[CH3:2][O:3][C:4]1[CH:5]=[C:6]([C:12]2[C:13]([CH3:25])([CH3:24])[C:14](=[O:23])[N:15]([CH:17]3[CH2:22][CH2:21][NH:20][CH2:19][CH2:18]3)[N:16]=2)[CH:7]=[CH:8][C:9]=1[O:10][CH3:11].[C:26]1([C:36](O)=[O:37])[C:35]2[C:30](=[CH:31][CH:32]=[CH:33][CH:34]=2)[CH:29]=[CH:28][N:27]=1, predict the reaction product. (3) Given the reactants [CH3:1][O:2][C:3]([C:5]1[CH:10]=[C:9]([NH:11][CH2:12][C:13]2[CH:18]=[CH:17][C:16]([F:19])=[CH:15][C:14]=2[F:20])[N:8]=[C:7](Cl)[N:6]=1)=[O:4].N1C=CC=NC=1.[F:28][C:29]([F:40])([F:39])[C:30]1[CH:31]=[C:32](B(O)O)[CH:33]=[N:34][CH:35]=1.C1(P(C2CCCCC2)C2C=CC=CC=2C2C(OC)=CC=CC=2OC)CCCCC1.C(=O)([O-])[O-].[K+].[K+], predict the reaction product. The product is: [CH3:1][O:2][C:3]([C:5]1[CH:10]=[C:9]([NH:11][CH2:12][C:13]2[CH:18]=[CH:17][C:16]([F:19])=[CH:15][C:14]=2[F:20])[N:8]=[C:7]([C:32]2[CH:33]=[N:34][CH:35]=[C:30]([C:29]([F:40])([F:39])[F:28])[CH:31]=2)[N:6]=1)=[O:4]. (4) Given the reactants [CH2:1]([N:8]1[C:12]([C:13]([F:16])([F:15])[F:14])=[CH:11][C:10]([C:17]2[CH:22]=[CH:21][C:20]([Cl:23])=[CH:19][CH:18]=2)=[C:9]1[C:24]([O:26]CC)=[O:25])[C:2]1[CH:7]=[CH:6][CH:5]=[CH:4][CH:3]=1.[OH-].[Na+], predict the reaction product. The product is: [CH2:1]([N:8]1[C:12]([C:13]([F:14])([F:15])[F:16])=[CH:11][C:10]([C:17]2[CH:18]=[CH:19][C:20]([Cl:23])=[CH:21][CH:22]=2)=[C:9]1[C:24]([OH:26])=[O:25])[C:2]1[CH:3]=[CH:4][CH:5]=[CH:6][CH:7]=1. (5) Given the reactants [F:1][C:2]([F:28])([F:27])[C:3]1[N:7]2[N:8]=[C:9]([O:16][CH2:17][C:18]3[N:23]=[C:22]([CH:24]([OH:26])[CH3:25])[CH:21]=[CH:20][CH:19]=3)[C:10]3[C:15]([C:6]2=[N:5][N:4]=1)=[CH:14][CH:13]=[CH:12][CH:11]=3.CC(OI1(OC(C)=O)(OC(C)=O)OC(=O)C2C=CC=CC1=2)=O, predict the reaction product. The product is: [F:28][C:2]([F:1])([F:27])[C:3]1[N:7]2[N:8]=[C:9]([O:16][CH2:17][C:18]3[N:23]=[C:22]([C:24](=[O:26])[CH3:25])[CH:21]=[CH:20][CH:19]=3)[C:10]3[C:15]([C:6]2=[N:5][N:4]=1)=[CH:14][CH:13]=[CH:12][CH:11]=3. (6) The product is: [NH2:1][C:2]1[C:7]([S:8]([NH:11][C:21]([C:20]2[C:15]([Cl:14])=[N:16][C:17]([C:24]3[CH:25]=[N:26][C:27]([O:30][CH:31]([CH3:32])[CH3:33])=[CH:28][CH:29]=3)=[CH:18][CH:19]=2)=[O:22])(=[O:9])=[O:10])=[CH:6][CH:5]=[CH:4][N:3]=1. Given the reactants [NH2:1][C:2]1[C:7]([S:8]([NH2:11])(=[O:10])=[O:9])=[CH:6][CH:5]=[CH:4][N:3]=1.[H-].[Na+].[Cl:14][C:15]1[C:20]([C:21](O)=[O:22])=[CH:19][CH:18]=[C:17]([C:24]2[CH:25]=[N:26][C:27]([O:30][CH:31]([CH3:33])[CH3:32])=[CH:28][CH:29]=2)[N:16]=1.C(N1C=CN=C1)(N1C=CN=C1)=O.Cl, predict the reaction product. (7) Given the reactants FC(F)(F)S(O[C:7]1[CH:12]=[CH:11][C:10]([C:13]2[N:14]=[N:15][C:16]([CH2:19][CH:20]3[CH2:25][C:24]([CH3:27])([CH3:26])[NH:23][C:22]([CH3:29])([CH3:28])[CH2:21]3)=[CH:17][CH:18]=2)=[C:9]([O:30][CH3:31])[CH:8]=1)(=O)=O.[NH:34]1[CH:38]=[C:37](B(O)O)[CH:36]=[N:35]1.P([O-])([O-])([O-])=O.[K+].[K+].[K+].COC1C=CC=C(OC)C=1C1C=CC=CC=1P(C1CCCCC1)C1CCCCC1, predict the reaction product. The product is: [CH3:31][O:30][C:9]1[CH:8]=[C:7]([C:37]2[CH:38]=[N:34][NH:35][CH:36]=2)[CH:12]=[CH:11][C:10]=1[C:13]1[N:14]=[N:15][C:16]([CH2:19][CH:20]2[CH2:25][C:24]([CH3:26])([CH3:27])[NH:23][C:22]([CH3:29])([CH3:28])[CH2:21]2)=[CH:17][CH:18]=1. (8) Given the reactants Cl[C:2]1[N:7]=[C:6]2[N:8]([CH2:11][C:12]3[CH:17]=[CH:16][CH:15]=[C:14]([C:18]([F:21])([F:20])[F:19])[C:13]=3[CH3:22])[CH:9]=[N:10][C:5]2=[C:4]([O:23]C)[CH:3]=1.[NH:25]1[CH2:30][CH2:29][O:28][CH2:27][CH2:26]1, predict the reaction product. The product is: [CH3:22][C:13]1[C:14]([C:18]([F:21])([F:20])[F:19])=[CH:15][CH:16]=[CH:17][C:12]=1[CH2:11][N:8]1[C:6]2=[N:7][C:2]([N:25]3[CH2:30][CH2:29][O:28][CH2:27][CH2:26]3)=[CH:3][C:4]([OH:23])=[C:5]2[N:10]=[CH:9]1.